Dataset: Retrosynthesis with 50K atom-mapped reactions and 10 reaction types from USPTO. Task: Predict the reactants needed to synthesize the given product. (1) Given the product CCOC(=O)CCc1ccc(C#N)cc1, predict the reactants needed to synthesize it. The reactants are: CCOC(=O)/C=C/c1ccc(C#N)cc1. (2) Given the product COC(=O)c1cc(-c2[nH]c(C3COC3)nc2C)c(C)cc1C, predict the reactants needed to synthesize it. The reactants are: COC(=O)c1ccc(C)c(-c2[nH]c(C)nc2C)c1.Cc1nc(C2COC2)[nH]c1I.